Predict the reactants needed to synthesize the given product. From a dataset of Full USPTO retrosynthesis dataset with 1.9M reactions from patents (1976-2016). Given the product [OH:1][N:2]1[C:6](=[O:7])[CH2:5][CH2:4][C:3]1=[O:8].[Br:16][C:17]([CH3:22])([CH3:21])[C:18]([O-:19])=[O:23], predict the reactants needed to synthesize it. The reactants are: [OH:1][N:2]1[C:6](=[O:7])[CH2:5][CH2:4][C:3]1=[O:8].C(N(CC)CC)C.[Br:16][C:17]([CH3:22])([CH3:21])[C:18](Br)=[O:19].[OH2:23].